Binary Classification. Given a T-cell receptor sequence (or CDR3 region) and an epitope sequence, predict whether binding occurs between them. From a dataset of TCR-epitope binding with 47,182 pairs between 192 epitopes and 23,139 TCRs. (1) The epitope is CLGGLLTMV. The TCR CDR3 sequence is CASSPGRVGELFF. Result: 0 (the TCR does not bind to the epitope). (2) The epitope is RLRAEAQVK. The TCR CDR3 sequence is CASSYPEGETQYF. Result: 1 (the TCR binds to the epitope).